This data is from Full USPTO retrosynthesis dataset with 1.9M reactions from patents (1976-2016). The task is: Predict the reactants needed to synthesize the given product. (1) Given the product [CH3:21][C:22]1[CH:27]=[CH:26][CH:25]=[C:24]([CH3:28])[C:23]=1[O:29][C:2]1[CH:7]=[C:6]([C:8]2[CH:16]=[CH:15][CH:14]=[C:13]3[C:9]=2[CH:10]=[N:11][NH:12]3)[N:5]=[C:4]2[N:17]([CH3:20])[N:18]=[CH:19][C:3]=12, predict the reactants needed to synthesize it. The reactants are: Cl[C:2]1[CH:7]=[C:6]([C:8]2[CH:16]=[CH:15][CH:14]=[C:13]3[C:9]=2[CH:10]=[N:11][NH:12]3)[N:5]=[C:4]2[N:17]([CH3:20])[N:18]=[CH:19][C:3]=12.[CH3:21][C:22]1[CH:27]=[CH:26][CH:25]=[C:24]([CH3:28])[C:23]=1[OH:29].C(=O)([O-])[O-].[K+].[K+]. (2) Given the product [NH:17]1[CH2:18][CH2:19][CH:14]([C:11]2[CH:10]=[C:9]([NH:8][C:6](=[O:7])[O:5][C:1]([CH3:3])([CH3:2])[CH3:4])[NH:13][N:12]=2)[CH2:15][CH2:16]1, predict the reactants needed to synthesize it. The reactants are: [C:1]([O:5][C:6]([NH:8][C:9]1[NH:13][N:12]=[C:11]([CH:14]2[CH2:19][CH2:18][N:17](C(OCC3C=CC=CC=3)=O)[CH2:16][CH2:15]2)[CH:10]=1)=[O:7])([CH3:4])([CH3:3])[CH3:2]. (3) Given the product [ClH:27].[ClH:27].[CH2:36]([O:35][C:34]1[CH:33]=[CH:32][C:31]([C:46]2[CH:47]=[N:48][C:43]([NH2:42])=[CH:44][CH:45]=2)=[CH:30][C:29]=1[CH2:28][N:15]([CH:12]1[CH2:11][CH2:10][CH:9]([NH:8][CH3:41])[CH2:14][CH2:13]1)[C:16]([C:18]1[S:22][C:21]2[CH:23]=[CH:24][CH:25]=[CH:26][C:20]=2[C:19]=1[Cl:27])=[O:17])[CH3:37], predict the reactants needed to synthesize it. The reactants are: C([N:8]([CH3:41])[CH:9]1[CH2:14][CH2:13][CH:12]([N:15]([CH2:28][C:29]2[CH:30]=[C:31](B(O)O)[CH:32]=[CH:33][C:34]=2[O:35][CH2:36][CH3:37])[C:16]([C:18]2[S:22][C:21]3[CH:23]=[CH:24][CH:25]=[CH:26][C:20]=3[C:19]=2[Cl:27])=[O:17])[CH2:11][CH2:10]1)(OC(C)(C)C)=O.[NH2:42][C:43]1[N:48]=[C:47](C)[C:46](Br)=[CH:45][CH:44]=1.